This data is from Forward reaction prediction with 1.9M reactions from USPTO patents (1976-2016). The task is: Predict the product of the given reaction. Given the reactants [CH2:1]([O:3][C:4](=[O:26])[C:5]([O:8][C:9]1[CH:14]=[CH:13][C:12]([O:15][C:16]2[CH:21]=[CH:20][C:19](Br)=[C:18]([C:23]#[N:24])[CH:17]=2)=[CH:11][C:10]=1[CH3:25])([CH3:7])[CH3:6])[CH3:2].[CH3:27]C1C=CC=CC=1P(C1C=CC=CC=1C)C1C=CC=CC=1C.[Sn](C)(C)(C)C.Cl, predict the reaction product. The product is: [CH2:1]([O:3][C:4](=[O:26])[C:5]([O:8][C:9]1[CH:14]=[CH:13][C:12]([O:15][C:16]2[CH:21]=[CH:20][C:19]([CH3:27])=[C:18]([C:23]#[N:24])[CH:17]=2)=[CH:11][C:10]=1[CH3:25])([CH3:7])[CH3:6])[CH3:2].